Dataset: Catalyst prediction with 721,799 reactions and 888 catalyst types from USPTO. Task: Predict which catalyst facilitates the given reaction. (1) Reactant: [OH:1][C:2]1[CH:3]=[C:4]([CH:8]=[CH:9][C:10]=1[O:11][CH3:12])[C:5]([OH:7])=[O:6].[C:13](OC(=O)C)(=[O:15])[CH3:14]. Product: [C:13]([O:1][C:2]1[CH:3]=[C:4]([CH:8]=[CH:9][C:10]=1[O:11][CH3:12])[C:5]([OH:7])=[O:6])(=[O:15])[CH3:14]. The catalyst class is: 6. (2) Reactant: [CH3:1][O:2][C:3]1[N:12]=[C:11]2[C:6]([CH2:7][CH2:8][C:9](=[O:18])[N:10]2[CH2:13][CH2:14][CH:15]2[CH2:17][O:16]2)=[CH:5][CH:4]=1.[NH:19]1[CH2:24][CH2:23][CH:22]([NH:25][C:26](=[O:32])[O:27][C:28]([CH3:31])([CH3:30])[CH3:29])[CH2:21][CH2:20]1. Product: [OH:16][CH:15]([CH2:14][CH2:13][N:10]1[C:11]2[C:6](=[CH:5][CH:4]=[C:3]([O:2][CH3:1])[N:12]=2)[CH2:7][CH2:8][C:9]1=[O:18])[CH2:17][N:19]1[CH2:20][CH2:21][CH:22]([NH:25][C:26](=[O:32])[O:27][C:28]([CH3:30])([CH3:29])[CH3:31])[CH2:23][CH2:24]1. The catalyst class is: 3. (3) Reactant: [NH2:1][CH2:2][C:3]([CH3:7])([CH3:6])[CH2:4][OH:5].CN(C1C=CC=CN=1)C.C(N(CC)CC)C.[Si:24](Cl)([C:37]([CH3:40])([CH3:39])[CH3:38])([C:31]1[CH:36]=[CH:35][CH:34]=[CH:33][CH:32]=1)[C:25]1[CH:30]=[CH:29][CH:28]=[CH:27][CH:26]=1. Product: [C:37]([Si:24]([C:31]1[CH:36]=[CH:35][CH:34]=[CH:33][CH:32]=1)([C:25]1[CH:26]=[CH:27][CH:28]=[CH:29][CH:30]=1)[O:5][CH2:4][C:3]([CH3:7])([CH3:6])[CH2:2][NH2:1])([CH3:40])([CH3:38])[CH3:39]. The catalyst class is: 46.